Dataset: Forward reaction prediction with 1.9M reactions from USPTO patents (1976-2016). Task: Predict the product of the given reaction. (1) The product is: [C:20]1([NH:26][C:27]([NH:19][C:4]2[CH:3]=[CH:2][CH:1]=[CH:6][C:5]=2[C:7]2[O:18][C:16](=[O:17])[C:15]3[CH:14]=[CH:13][CH:12]=[CH:11][C:10]=3[N:9]=2)=[O:28])[CH:25]=[CH:24][CH:23]=[CH:22][CH:21]=1. Given the reactants [CH:1]1[CH:6]=[C:5]([C:7]([NH:9][C:10]2[C:15]([C:16]([OH:18])=[O:17])=[CH:14][CH:13]=[CH:12][CH:11]=2)=O)[C:4]([NH2:19])=[CH:3][CH:2]=1.[C:20]1([N:26]=[C:27]=[O:28])[CH:25]=[CH:24][CH:23]=[CH:22][CH:21]=1.CC(OC(C)=O)=O, predict the reaction product. (2) Given the reactants [NH2:1][C:2]1[N:7]=[C:6]([S:8][CH2:9][C:10]2[CH:11]=[C:12]([C:16](O)=[O:17])[CH:13]=[CH:14][CH:15]=2)[C:5]([C:19]#[N:20])=[C:4]([C:21]2[CH:26]=[CH:25][CH:24]=[CH:23][CH:22]=2)[C:3]=1[C:27]#[N:28].CN(C(ON1N=NC2C=CC=NC1=2)=[N+](C)C)C.F[P-](F)(F)(F)(F)F.[NH2:53][CH2:54][CH2:55][NH:56][C:57](=[O:63])[O:58][C:59]([CH3:62])([CH3:61])[CH3:60].C(N(CC)C(C)C)(C)C, predict the reaction product. The product is: [NH2:1][C:2]1[N:7]=[C:6]([S:8][CH2:9][C:10]2[CH:11]=[C:12]([C:16]([NH:53][CH2:54][CH2:55][NH:56][C:57](=[O:63])[O:58][C:59]([CH3:60])([CH3:62])[CH3:61])=[O:17])[CH:13]=[CH:14][CH:15]=2)[C:5]([C:19]#[N:20])=[C:4]([C:21]2[CH:22]=[CH:23][CH:24]=[CH:25][CH:26]=2)[C:3]=1[C:27]#[N:28]. (3) Given the reactants [NH2:1][C@H:2]1[CH2:6][CH2:5][N:4]([C:7]([O:9][C:10]([CH3:13])([CH3:12])[CH3:11])=[O:8])[CH2:3]1.[CH3:14][S:15](Cl)(=[O:17])=[O:16].C(N(CC)CC)C, predict the reaction product. The product is: [CH3:14][S:15]([NH:1][C@H:2]1[CH2:6][CH2:5][N:4]([C:7]([O:9][C:10]([CH3:13])([CH3:12])[CH3:11])=[O:8])[CH2:3]1)(=[O:17])=[O:16]. (4) Given the reactants Br[C:2]1[C:3]([N:9]2[CH2:13][CH2:12][CH2:11][CH2:10]2)=[N:4][CH:5]=[C:6]([Br:8])[N:7]=1.[CH3:14][N:15]1[CH2:21][CH2:20][CH2:19][NH:18][CH2:17][CH2:16]1, predict the reaction product. The product is: [Br:8][C:6]1[N:7]=[C:2]([N:18]2[CH2:19][CH2:20][CH2:21][N:15]([CH3:14])[CH2:16][CH2:17]2)[C:3]([N:9]2[CH2:13][CH2:12][CH2:11][CH2:10]2)=[N:4][CH:5]=1. (5) Given the reactants Cl.Cl.[CH:3]([N:6]1[CH2:11][CH2:10][NH:9][CH2:8][CH2:7]1)([CH3:5])[CH3:4].[CH:12]([C:14]1[CH:22]=[CH:21][C:17]([C:18](O)=[O:19])=[CH:16][CH:15]=1)=[O:13], predict the reaction product. The product is: [CH:3]([N:6]1[CH2:11][CH2:10][N:9]([C:12]([C:14]2[CH:22]=[CH:21][C:17]([CH:18]=[O:19])=[CH:16][CH:15]=2)=[O:13])[CH2:8][CH2:7]1)([CH3:5])[CH3:4].